Dataset: Forward reaction prediction with 1.9M reactions from USPTO patents (1976-2016). Task: Predict the product of the given reaction. (1) Given the reactants Cl.[F:2][C:3]1[C:8]([NH:9][NH2:10])=[C:7]([CH3:11])[CH:6]=[CH:5][CH:4]=1.[OH-].[Na+], predict the reaction product. The product is: [F:2][C:3]1[CH:4]=[CH:5][CH:6]=[C:7]([CH3:11])[C:8]=1[N:9]1[C:8]([NH2:9])=[CH:7][C:6]([CH3:5])=[N:10]1. (2) Given the reactants [CH3:1][N:2]([S:25]([C:28]1[CH:33]=[CH:32][CH:31]=[CH:30][N:29]=1)(=[O:27])=[O:26])[C:3]1[CH:4]=[C:5]([O:17][CH2:18][CH2:19][CH2:20][S:21]([CH3:24])(=[O:23])=[O:22])[CH:6]=[C:7]2[C:11]=1[NH:10][C:9]([C:12]([O:14]CC)=[O:13])=[CH:8]2.[OH-].[Na+].C(O)C.Cl, predict the reaction product. The product is: [CH3:1][N:2]([S:25]([C:28]1[CH:33]=[CH:32][CH:31]=[CH:30][N:29]=1)(=[O:27])=[O:26])[C:3]1[CH:4]=[C:5]([O:17][CH2:18][CH2:19][CH2:20][S:21]([CH3:24])(=[O:23])=[O:22])[CH:6]=[C:7]2[C:11]=1[NH:10][C:9]([C:12]([OH:14])=[O:13])=[CH:8]2. (3) Given the reactants [C:1]12([CH2:11][NH:12][C:13]([C:15]3[C:20]([Cl:21])=[CH:19][CH:18]=[C:17](Cl)[N:16]=3)=[O:14])[CH2:10][CH:5]3[CH2:6][CH:7]([CH2:9][CH:3]([CH2:4]3)[CH2:2]1)[CH2:8]2.[N-:23]=[N+:24]=[N-:25].[Na+].O, predict the reaction product. The product is: [C:1]12([CH2:11][NH:12][C:13]([C:15]3[C:20]([Cl:21])=[CH:19][CH:18]=[C:17]([N:23]=[N+:24]=[N-:25])[N:16]=3)=[O:14])[CH2:10][CH:5]3[CH2:6][CH:7]([CH2:9][CH:3]([CH2:4]3)[CH2:2]1)[CH2:8]2. (4) The product is: [CH3:1][S:2]([N:5]1[CH2:10][CH2:9][CH:8]([C:11]2[CH:23]=[CH:22][C:14]([CH2:15][C@@H:16]([C:18]([O:20][CH3:21])=[O:19])[NH2:17])=[CH:13][CH:12]=2)[CH2:7][CH2:6]1)(=[O:4])=[O:3]. Given the reactants [CH3:1][S:2]([N:5]1[CH2:10][CH:9]=[C:8]([C:11]2[CH:23]=[CH:22][C:14]([CH2:15][C@@H:16]([C:18]([O:20][CH3:21])=[O:19])[NH2:17])=[CH:13][CH:12]=2)[CH2:7][CH2:6]1)(=[O:4])=[O:3].CC[NH+](CC)CC.CC[NH+](CC)CC.C([O-])([O-])=O, predict the reaction product. (5) The product is: [CH:24]([S:9][C:10]1[CH:18]=[CH:17][C:13]([C:14]([OH:16])=[O:15])=[CH:12][N:11]=1)([CH3:26])[CH3:25]. Given the reactants [C:14]([OH:16])(=[O:15])[C:13]1[CH:17]=[CH:18][C:10]([S:9][S:9][C:10]2[CH:18]=[CH:17][C:13]([C:14]([OH:16])=[O:15])=[CH:12][N:11]=2)=[N:11][CH:12]=1.[BH4-].[Na+].I[CH:24]([CH3:26])[CH3:25], predict the reaction product.